Dataset: Peptide-MHC class II binding affinity with 134,281 pairs from IEDB. Task: Regression. Given a peptide amino acid sequence and an MHC pseudo amino acid sequence, predict their binding affinity value. This is MHC class II binding data. (1) The peptide sequence is NTLLFLDLIMLNFVV. The MHC is DRB1_0101 with pseudo-sequence DRB1_0101. The binding affinity (normalized) is 0.421. (2) The peptide sequence is EVVNDVSTFSSGLVW. The MHC is DRB1_0901 with pseudo-sequence DRB1_0901. The binding affinity (normalized) is 0.437.